This data is from Catalyst prediction with 721,799 reactions and 888 catalyst types from USPTO. The task is: Predict which catalyst facilitates the given reaction. (1) Reactant: Br[C:2]1[CH:7]=[CH:6][C:5]([Cl:8])=[C:4]([Cl:9])[CH:3]=1.[Mg].[C:11]([N:18]1[CH2:22][CH2:21][C:20](=[O:23])[CH2:19]1)([O:13][C:14]([CH3:17])([CH3:16])[CH3:15])=[O:12]. Product: [Cl:9][C:4]1[CH:3]=[C:2]([C:20]2([OH:23])[CH2:21][CH2:22][N:18]([C:11]([O:13][C:14]([CH3:16])([CH3:15])[CH3:17])=[O:12])[CH2:19]2)[CH:7]=[CH:6][C:5]=1[Cl:8]. The catalyst class is: 7. (2) Reactant: [CH2:1]([O:3][C:4]1[CH:5]=[C:6]([CH:12]([NH2:18])[CH2:13][S:14]([CH3:17])(=[O:16])=[O:15])[CH:7]=[CH:8][C:9]=1[O:10][CH3:11])[CH3:2].CCN.[C:22]([NH:25][C@H:26]([C:31]([OH:33])=[O:32])[CH2:27][CH:28]([CH3:30])[CH3:29])(=[O:24])[CH3:23]. The catalyst class is: 5. Product: [C:22]([NH:25][C@H:26]([C:31]([OH:33])=[O:32])[CH2:27][CH:28]([CH3:29])[CH3:30])(=[O:24])[CH3:23].[CH2:1]([O:3][C:4]1[CH:5]=[C:6]([C@H:12]([NH2:18])[CH2:13][S:14]([CH3:17])(=[O:16])=[O:15])[CH:7]=[CH:8][C:9]=1[O:10][CH3:11])[CH3:2]. (3) Reactant: [Cl:1][C:2]1[N:3]=[C:4](Cl)[C:5]2[O:10][CH:9]=[CH:8][C:6]=2[N:7]=1.[NH:12]1[CH2:17][CH2:16][O:15][CH2:14][CH2:13]1. Product: [Cl:1][C:2]1[N:3]=[C:4]([N:12]2[CH2:17][CH2:16][O:15][CH2:14][CH2:13]2)[C:5]2[O:10][CH:9]=[CH:8][C:6]=2[N:7]=1. The catalyst class is: 5.